Dataset: Forward reaction prediction with 1.9M reactions from USPTO patents (1976-2016). Task: Predict the product of the given reaction. (1) The product is: [I:1][C:2]1[CH:8]=[CH:7][CH:6]=[CH:5][C:3]=1[NH:4][CH:10]([CH3:12])[CH3:9]. Given the reactants [I:1][C:2]1[CH:8]=[CH:7][CH:6]=[CH:5][C:3]=1[NH2:4].[CH3:9][C:10]([CH3:12])=O, predict the reaction product. (2) Given the reactants [F:1][C:2]1[CH:3]=[C:4]([N:8]2[CH2:12][C@@H:11]([CH2:13][N:14]3C(=O)C4C(=CC=CC=4)C3=O)[O:10][C:9]2=[O:25])[CH:5]=[CH:6][CH:7]=1.O.NN, predict the reaction product. The product is: [NH2:14][CH2:13][C@@H:11]1[O:10][C:9](=[O:25])[N:8]([C:4]2[CH:5]=[CH:6][CH:7]=[C:2]([F:1])[CH:3]=2)[CH2:12]1. (3) The product is: [F:25][C:22]1[CH:21]=[CH:20][C:19]([CH2:18][N:14]2[CH2:15][CH2:16][C:17]3[C:12](=[C:11]([O:27][CH3:28])[C:10](=[O:29])[N:9]([CH3:30])[C:8]=3[NH:4][C:1](=[O:3])[CH3:2])[C:13]2=[O:26])=[CH:24][CH:23]=1. Given the reactants [C:1]([N:4]([C:8]1[N:9]([CH3:30])[C:10](=[O:29])[C:11]([O:27][CH3:28])=[C:12]2[C:17]=1[CH2:16][CH2:15][N:14]([CH2:18][C:19]1[CH:24]=[CH:23][C:22]([F:25])=[CH:21][CH:20]=1)[C:13]2=[O:26])C(=O)C)(=[O:3])[CH3:2].C[O-].[Na+].Cl, predict the reaction product. (4) Given the reactants C(OC([NH:8][C@H:9]([CH2:21][C:22]1[CH:27]=[CH:26][C:25]([C:28]2[CH:33]=[CH:32][CH:31]=[C:30]([Cl:34])[CH:29]=2)=[CH:24][CH:23]=1)[CH2:10][C:11]([O:13][CH2:14][C:15]1[CH:20]=[CH:19][CH:18]=[CH:17][CH:16]=1)=[O:12])=O)(C)(C)C.Cl.O1CCOCC1, predict the reaction product. The product is: [ClH:34].[NH2:8][C@H:9]([CH2:21][C:22]1[CH:23]=[CH:24][C:25]([C:28]2[CH:33]=[CH:32][CH:31]=[C:30]([Cl:34])[CH:29]=2)=[CH:26][CH:27]=1)[CH2:10][C:11]([O:13][CH2:14][C:15]1[CH:16]=[CH:17][CH:18]=[CH:19][CH:20]=1)=[O:12]. (5) Given the reactants [Cl-].[CH2:2]([N+:6]1[CH:10]=[CH:9][N:8]([CH3:11])[CH:7]=1)[CH2:3][CH2:4][CH3:5].[Cl-].[K+].[F:14][C:15]([F:30])([S:26]([O-:29])(=[O:28])=[O:27])[CH:16]([F:25])[O:17][C:18]([F:24])([F:23])[C:19]([F:22])([F:21])[F:20].[K+], predict the reaction product. The product is: [F:30][C:15]([F:14])([S:26]([O-:29])(=[O:27])=[O:28])[CH:16]([F:25])[O:17][C:18]([F:23])([F:24])[C:19]([F:20])([F:22])[F:21].[CH2:2]([N+:6]1[CH:10]=[CH:9][N:8]([CH3:11])[CH:7]=1)[CH2:3][CH2:4][CH3:5]. (6) Given the reactants [Br:1][C:2]1[CH:3]=[CH:4][C:5]([O:32][C:33]2[CH:38]=[CH:37][C:36]([C:39](F)=[O:40])=[CH:35][CH:34]=2)=[C:6]([CH:8]2[C:13]3([C:21]4[C:16](=[CH:17][C:18]([Cl:22])=[CH:19][CH:20]=4)[NH:15][C:14]3=[O:23])[CH:12]([C:24]3[CH:29]=[CH:28][CH:27]=[C:26]([Cl:30])[CH:25]=3)[CH2:11][C:10](=[O:31])[NH:9]2)[CH:7]=1.[NH2:42][CH2:43][CH2:44][N:45]1[CH2:49][CH2:48][CH2:47][CH2:46]1.CN1CCOCC1, predict the reaction product. The product is: [Br:1][C:2]1[CH:3]=[CH:4][C:5]([O:32][C:33]2[CH:38]=[CH:37][C:36]([C:39](=[O:40])[NH:42][CH2:43][CH2:44][N:45]3[CH2:49][CH2:48][CH2:47][CH2:46]3)=[CH:35][CH:34]=2)=[C:6]([CH:8]2[C:13]3([C:21]4[C:16](=[CH:17][C:18]([Cl:22])=[CH:19][CH:20]=4)[NH:15][C:14]3=[O:23])[CH:12]([C:24]3[CH:29]=[CH:28][CH:27]=[C:26]([Cl:30])[CH:25]=3)[CH2:11][C:10](=[O:31])[NH:9]2)[CH:7]=1. (7) Given the reactants [CH3:1][N:2]1[C@@H:6]([CH2:7][C:8]2[C:12]3[CH:13]=[C:14]([CH2:17][CH2:18][S:19](C4C=CC=CC=4)(=[O:21])=[O:20])[CH:15]=[CH:16][C:11]=3[NH:10][CH:9]=2)[CH2:5][CH2:4][CH2:3]1.C(S([C:33]1[CH:38]=[CH:37][CH:36]=[CH:35][CH:34]=1)(=O)=O)=C.[OH2:39], predict the reaction product. The product is: [CH3:1][N:2]1[CH2:3][CH2:4][CH2:5][C@@H:6]1[CH2:7][C:8]1[C:12]2[C:11](=[CH:16][CH:15]=[C:14]([CH2:17][C:18](=[S:19](=[O:21])=[O:20])[C:11]3[CH:16]=[CH:15][CH:14]=[CH:13][CH:12]=3)[CH:13]=2)[N:10]([CH2:17][C:18](=[S:19](=[O:20])=[O:39])[C:33]2[CH:34]=[CH:35][CH:36]=[CH:37][CH:38]=2)[CH:9]=1. (8) The product is: [CH3:1][O:2][C:3]1[CH:8]=[CH:7][C:6]2[C:11]3[N:12]=[CH:13][CH:14]=[C:15]([CH3:16])[C:10]=3[NH:9][C:5]=2[CH:4]=1. Given the reactants [CH3:1][O:2][C:3]1[CH:4]=[C:5]([NH:9][C:10]2[CH:11]=[N:12][CH:13]=[CH:14][C:15]=2[CH3:16])[CH:6]=[CH:7][CH:8]=1, predict the reaction product. (9) Given the reactants [Cl:1][C:2]1[C:3]([O:19][CH:20]([CH3:22])[CH3:21])=[C:4]([CH:17]=[O:18])[CH:5]=[C:6]2[C:11]=1[O:10][C:9]([CH3:13])([CH3:12])[CH:8]=[C:7]2[CH:14]([CH3:16])[CH3:15].[CH2:23]([Mg]Br)[CH3:24], predict the reaction product. The product is: [Cl:1][C:2]1[C:3]([O:19][CH:20]([CH3:22])[CH3:21])=[C:4]([CH:17]([OH:18])[CH2:23][CH3:24])[CH:5]=[C:6]2[C:11]=1[O:10][C:9]([CH3:12])([CH3:13])[CH:8]=[C:7]2[CH:14]([CH3:16])[CH3:15]. (10) The product is: [CH3:12][N:8]1[C:7](=[O:13])[CH2:6][O:5][C:4]2[CH:3]=[C:2]([B:17]3[O:18][C:19]([CH3:21])([CH3:20])[C:15]([CH3:31])([CH3:14])[O:16]3)[CH:11]=[N:10][C:9]1=2. Given the reactants Br[C:2]1[CH:11]=[N:10][C:9]2[N:8]([CH3:12])[C:7](=[O:13])[CH2:6][O:5][C:4]=2[CH:3]=1.[CH3:14][C:15]1([CH3:31])[C:19]([CH3:21])([CH3:20])[O:18][B:17]([B:17]2[O:18][C:19]([CH3:21])([CH3:20])[C:15]([CH3:31])([CH3:14])[O:16]2)[O:16]1.ClCCl.C([O-])(=O)C.[K+], predict the reaction product.